Task: Predict the reaction yield, written as a fraction of the theoretical maximum amount of product (1.0 means a 100% yield; for example, 0.34 means a 34% yield).. Dataset: Reaction yield outcomes from USPTO patents with 853,638 reactions (1) The reactants are [CH2:1]1[C:10]2[C:5](=[CH:6][CH:7]=[CH:8][CH:9]=2)[CH2:4][CH2:3][N:2]1[CH2:11][CH2:12][N:13]1[CH2:21][C:20]2[C:15](=[CH:16][CH:17]=[CH:18][C:19]=2[N+:22]([O-])=O)[C:14]1=[O:25].[Cl-].[NH4+]. The catalyst is CO.O.[Zn]. The product is [NH2:22][C:19]1[CH:18]=[CH:17][CH:16]=[C:15]2[C:20]=1[CH2:21][N:13]([CH2:12][CH2:11][N:2]1[CH2:3][CH2:4][C:5]3[C:10](=[CH:9][CH:8]=[CH:7][CH:6]=3)[CH2:1]1)[C:14]2=[O:25]. The yield is 0.880. (2) The reactants are [CH3:1][N:2]1[CH2:7][CH2:6][NH:5][CH2:4][CH2:3]1.[Cl:8][C:9]1[CH:10]=[CH:11][C:12]([O:29][CH3:30])=[C:13]([NH:15][C:16]2[NH:20][C:19]3[CH:21]=[CH:22][C:23]([S:25](Cl)(=[O:27])=[O:26])=[CH:24][C:18]=3[N:17]=2)[CH:14]=1. The catalyst is C1COCC1.[Zn]. The product is [Cl:8][C:9]1[CH:10]=[CH:11][C:12]([O:29][CH3:30])=[C:13]([NH:15][C:16]2[NH:20][C:19]3[CH:21]=[CH:22][C:23]([S:25]([N:5]4[CH2:6][CH2:7][N:2]([CH3:1])[CH2:3][CH2:4]4)(=[O:27])=[O:26])=[CH:24][C:18]=3[N:17]=2)[CH:14]=1. The yield is 0.365.